Dataset: Reaction yield outcomes from USPTO patents with 853,638 reactions. Task: Predict the reaction yield, written as a fraction of the theoretical maximum amount of product (1.0 means a 100% yield; for example, 0.34 means a 34% yield). (1) The reactants are C(OC([N:8]1[CH2:13][CH2:12][C:11]2[N:14]([CH2:25][CH:26]([OH:42])[CH2:27][N:28]3[CH2:33][CH2:32][N:31]([C:34]4[CH:39]=[CH:38][CH:37]=[CH:36][C:35]=4[C:40]#[N:41])[CH2:30][CH2:29]3)[N:15]=[C:16]([C:17]3[CH:22]=[CH:21][C:20]([Cl:23])=[C:19]([CH3:24])[CH:18]=3)[C:10]=2[CH2:9]1)=O)(C)(C)C.C(Cl)Cl. The catalyst is FC(F)(F)C(O)=O. The product is [Cl:23][C:20]1[CH:21]=[CH:22][C:17]([C:16]2[C:10]3[CH2:9][NH:8][CH2:13][CH2:12][C:11]=3[N:14]([CH2:25][CH:26]([OH:42])[CH2:27][N:28]3[CH2:33][CH2:32][N:31]([C:34]4[CH:39]=[CH:38][CH:37]=[CH:36][C:35]=4[C:40]#[N:41])[CH2:30][CH2:29]3)[N:15]=2)=[CH:18][C:19]=1[CH3:24]. The yield is 0.990. (2) The reactants are [C:1]([O:5][C:6]([N:8]1[CH2:13][CH2:12][N:11]([C:14]([O:16][CH2:17][C:18]2[CH:23]=[CH:22][CH:21]=[CH:20][CH:19]=2)=[O:15])[C@H:10]([C:24]2[NH:28][C:27]3[CH:29]=[CH:30][C:31]([C:33]#[CH:34])=[CH:32][C:26]=3[N:25]=2)[CH2:9]1)=[O:7])([CH3:4])([CH3:3])[CH3:2].[CH2:35]([O:42][C:43]([N:45]1[CH2:50][CH2:49][CH2:48][CH2:47][C@H:46]1[C:51]1[NH:55][C:54]2[CH:56]=[CH:57][C:58](I)=[CH:59][C:53]=2[N:52]=1)=[O:44])[C:36]1[CH:41]=[CH:40][CH:39]=[CH:38][CH:37]=1. The catalyst is CN(C=O)C.CCOC(C)=O.O.[Cu]I.C1C=CC(P(C2C=CC=CC=2)C2C=CC=CC=2)=CC=1.C1C=CC(P(C2C=CC=CC=2)C2C=CC=CC=2)=CC=1.Cl[Pd]Cl. The product is [C:1]([O:5][C:6]([N:8]1[CH2:13][CH2:12][N:11]([C:14]([O:16][CH2:17][C:18]2[CH:23]=[CH:22][CH:21]=[CH:20][CH:19]=2)=[O:15])[C@H:10]([C:24]2[NH:28][C:27]3[CH:29]=[CH:30][C:31]([C:33]#[C:34][C:57]4[CH:58]=[CH:59][C:53]5[NH:52][C:51]([C@@H:46]6[CH2:47][CH2:48][CH2:49][CH2:50][N:45]6[C:43]([O:42][CH2:35][C:36]6[CH:41]=[CH:40][CH:39]=[CH:38][CH:37]=6)=[O:44])=[N:55][C:54]=5[CH:56]=4)=[CH:32][C:26]=3[N:25]=2)[CH2:9]1)=[O:7])([CH3:4])([CH3:3])[CH3:2]. The yield is 0.0700.